This data is from NCI-60 drug combinations with 297,098 pairs across 59 cell lines. The task is: Regression. Given two drug SMILES strings and cell line genomic features, predict the synergy score measuring deviation from expected non-interaction effect. (1) Drug 1: CC1=C(C=C(C=C1)C(=O)NC2=CC(=CC(=C2)C(F)(F)F)N3C=C(N=C3)C)NC4=NC=CC(=N4)C5=CN=CC=C5. Drug 2: COCCOC1=C(C=C2C(=C1)C(=NC=N2)NC3=CC=CC(=C3)C#C)OCCOC.Cl. Cell line: SNB-75. Synergy scores: CSS=-0.469, Synergy_ZIP=0.135, Synergy_Bliss=-1.48, Synergy_Loewe=-1.52, Synergy_HSA=-2.13. (2) Drug 1: CC1=C(C=C(C=C1)C(=O)NC2=CC(=CC(=C2)C(F)(F)F)N3C=C(N=C3)C)NC4=NC=CC(=N4)C5=CN=CC=C5. Drug 2: C1=NNC2=C1C(=O)NC=N2. Cell line: T-47D. Synergy scores: CSS=7.95, Synergy_ZIP=1.89, Synergy_Bliss=3.13, Synergy_Loewe=5.42, Synergy_HSA=0.722. (3) Drug 1: C1CN(CCN1C(=O)CCBr)C(=O)CCBr. Drug 2: CN(C(=O)NC(C=O)C(C(C(CO)O)O)O)N=O. Cell line: SNB-19. Synergy scores: CSS=20.4, Synergy_ZIP=0.745, Synergy_Bliss=-2.20, Synergy_Loewe=0.307, Synergy_HSA=-4.05.